From a dataset of NCI-60 drug combinations with 297,098 pairs across 59 cell lines. Regression. Given two drug SMILES strings and cell line genomic features, predict the synergy score measuring deviation from expected non-interaction effect. (1) Drug 1: CC=C1C(=O)NC(C(=O)OC2CC(=O)NC(C(=O)NC(CSSCCC=C2)C(=O)N1)C(C)C)C(C)C. Cell line: A549. Drug 2: CC1CCCC2(C(O2)CC(NC(=O)CC(C(C(=O)C(C1O)C)(C)C)O)C(=CC3=CSC(=N3)C)C)C. Synergy scores: CSS=72.5, Synergy_ZIP=2.65, Synergy_Bliss=2.55, Synergy_Loewe=-0.263, Synergy_HSA=3.40. (2) Drug 1: COC1=CC(=CC(=C1O)OC)C2C3C(COC3=O)C(C4=CC5=C(C=C24)OCO5)OC6C(C(C7C(O6)COC(O7)C8=CC=CS8)O)O. Drug 2: N.N.Cl[Pt+2]Cl. Cell line: OVCAR3. Synergy scores: CSS=18.9, Synergy_ZIP=-7.56, Synergy_Bliss=-0.670, Synergy_Loewe=-22.7, Synergy_HSA=-2.02.